From a dataset of Full USPTO retrosynthesis dataset with 1.9M reactions from patents (1976-2016). Predict the reactants needed to synthesize the given product. (1) Given the product [F:1][C:2]1[CH:3]=[C:4]([C:9]2[CH2:13][CH:12]([CH2:14][O:15][S:17]([CH3:16])(=[O:19])=[O:18])[O:11][N:10]=2)[CH:5]=[CH:6][C:7]=1[I:8], predict the reactants needed to synthesize it. The reactants are: [F:1][C:2]1[CH:3]=[C:4]([C:9]2[CH2:13][CH:12]([CH2:14][OH:15])[O:11][N:10]=2)[CH:5]=[CH:6][C:7]=1[I:8].[CH3:16][S:17](Cl)(=[O:19])=[O:18]. (2) Given the product [CH3:1][O:2][C:3]1[CH:4]=[C:5]([CH:26]=[CH:27][C:28]=1[O:29][CH3:30])[O:6][CH2:7][C:8]1[S:40][C:12]([C@@H:14]2[CH2:18][CH2:17][CH2:16][N:15]2[C:19]([O:21][C:22]([CH3:25])([CH3:24])[CH3:23])=[O:20])=[N:11][N:10]=1, predict the reactants needed to synthesize it. The reactants are: [CH3:1][O:2][C:3]1[CH:4]=[C:5]([CH:26]=[CH:27][C:28]=1[O:29][CH3:30])[O:6][CH2:7][C:8]([NH:10][NH:11][C:12]([C@@H:14]1[CH2:18][CH2:17][CH2:16][N:15]1[C:19]([O:21][C:22]([CH3:25])([CH3:24])[CH3:23])=[O:20])=O)=O.COC1C=CC(P2(SP(C3C=CC(OC)=CC=3)(=S)S2)=[S:40])=CC=1.